From a dataset of Catalyst prediction with 721,799 reactions and 888 catalyst types from USPTO. Predict which catalyst facilitates the given reaction. (1) Reactant: [N:1]1[CH:6]=[CH:5][CH:4]=[CH:3][C:2]=1[NH:7][C:8]([C:10]1[C:18]2[N:17]=[C:16]([C:19]3[CH:24]=[CH:23][CH:22]=[CH:21][C:20]=3[C:25]([F:28])([F:27])[F:26])[NH:15][C:14]=2[CH:13]=[CH:12][CH:11]=1)=[O:9].C1C=C(Cl)C=C(C(OO)=[O:37])C=1.C([O-])([O-])=O.[K+].[K+]. Product: [F:27][C:25]([F:28])([F:26])[C:20]1[CH:21]=[CH:22][CH:23]=[CH:24][C:19]=1[C:16]1[NH:15][C:14]2[CH:13]=[CH:12][CH:11]=[C:10]([C:8]([NH:7][C:2]3[CH:3]=[CH:4][CH:5]=[CH:6][N+:1]=3[O-:37])=[O:9])[C:18]=2[N:17]=1. The catalyst class is: 2. (2) Reactant: [CH2:1]([N:3]([C:8]1[CH:16]=[CH:15][CH:14]=[C:13]2[C:9]=1[CH:10]=[CH:11][N:12]2[C:17]1[CH:22]=[CH:21][N:20]=[C:19]([S:23][CH3:24])[N:18]=1)[S:4]([CH3:7])(=[O:6])=[O:5])[CH3:2].C1C=C(Cl)C=C(C(OO)=[O:33])C=1. Product: [CH2:1]([N:3]([C:8]1[CH:16]=[CH:15][CH:14]=[C:13]2[C:9]=1[CH:10]=[CH:11][N:12]2[C:17]1[CH:22]=[CH:21][N:20]=[C:19]([S:23]([CH3:24])=[O:33])[N:18]=1)[S:4]([CH3:7])(=[O:6])=[O:5])[CH3:2]. The catalyst class is: 22. (3) Reactant: C(OC([NH:8][CH2:9][C:10]([CH3:23])([O:12][C:13]1[CH:22]=[CH:21][C:16]([C:17]([O:19][CH3:20])=[O:18])=[CH:15][CH:14]=1)[CH3:11])=O)(C)(C)C.C1(OC)C=CC=CC=1. Product: [NH2:8][CH2:9][C:10]([CH3:23])([O:12][C:13]1[CH:22]=[CH:21][C:16]([C:17]([O:19][CH3:20])=[O:18])=[CH:15][CH:14]=1)[CH3:11]. The catalyst class is: 157. (4) The catalyst class is: 7. Reactant: C[Si]([N-][Si](C)(C)C)(C)C.[Na+].[F:11][C:12]1[CH:17]=[C:16]([CH3:18])[CH:15]=[CH:14][N:13]=1.[N:19]1[CH:24]=[CH:23][CH:22]=[C:21]([C:25](OCC)=[O:26])[CH:20]=1.Cl.[OH-].[Na+]. Product: [F:11][C:12]1[CH:17]=[C:16]([CH2:18][C:25]([C:21]2[CH:20]=[N:19][CH:24]=[CH:23][CH:22]=2)=[O:26])[CH:15]=[CH:14][N:13]=1. (5) The catalyst class is: 481. Product: [NH2:15][C:13]1[CH:14]=[C:6]([O:5][CH2:4][CH2:3][O:2][CH3:1])[CH:7]=[C:8]2[C:12]=1[N:11]([C:18]([O:20][C:21]([CH3:22])([CH3:24])[CH3:23])=[O:19])[CH:10]([C:25]([O:27][CH2:28][CH3:29])=[O:26])[CH2:9]2. Reactant: [CH3:1][O:2][CH2:3][CH2:4][O:5][C:6]1[CH:7]=[C:8]2[C:12](=[C:13]([N+:15]([O-])=O)[CH:14]=1)[N:11]([C:18]([O:20][C:21]([CH3:24])([CH3:23])[CH3:22])=[O:19])[C:10]([C:25]([O:27][CH2:28][CH3:29])=[O:26])=[CH:9]2. (6) Reactant: [H-].[H-].[H-].[H-].[Li+].[Al+3].[Al+3].[Cl-].[Cl-].[Cl-].O=[C:12]1[C:15]2([CH2:20][CH2:19][N:18]([C:21]([O:23][C:24]([CH3:27])([CH3:26])[CH3:25])=[O:22])[CH2:17][CH2:16]2)[CH:14]([C:28]2[CH:33]=[CH:32][C:31]([Cl:34])=[CH:30][CH:29]=2)[N:13]1[CH:35]([CH3:37])[CH3:36]. Product: [Cl:34][C:31]1[CH:30]=[CH:29][C:28]([CH:14]2[C:15]3([CH2:16][CH2:17][N:18]([C:21]([O:23][C:24]([CH3:26])([CH3:25])[CH3:27])=[O:22])[CH2:19][CH2:20]3)[CH2:12][N:13]2[CH:35]([CH3:37])[CH3:36])=[CH:33][CH:32]=1. The catalyst class is: 1. (7) Reactant: [Cl:1][C:2]1[CH:7]=[C:6]([CH3:8])[N:5]=[C:4]2[NH:9][CH:10]=[C:11]([I:12])[C:3]=12.[H-].[Na+].[CH3:15]I. Product: [Cl:1][C:2]1[CH:7]=[C:6]([CH3:8])[N:5]=[C:4]2[N:9]([CH3:15])[CH:10]=[C:11]([I:12])[C:3]=12. The catalyst class is: 1.